Dataset: Forward reaction prediction with 1.9M reactions from USPTO patents (1976-2016). Task: Predict the product of the given reaction. The product is: [CH3:5][O:6][C:7]1[CH:8]=[CH:9][C:10]([C:13]2[CH:18]=[CH:17][N:16]=[CH:15][C:14]=2/[CH:19]=[CH:24]/[C:23]([O:22][CH2:26][CH3:25])=[O:21])=[CH:11][CH:12]=1. Given the reactants [H-].[Na+].[H][H].[CH3:5][O:6][C:7]1[CH:12]=[CH:11][C:10]([C:13]2[CH:18]=[CH:17][N:16]=[CH:15][C:14]=2[CH:19]=O)=[CH:9][CH:8]=1.[OH2:21].[O:22]1[CH2:26][CH2:25][CH2:24][CH2:23]1, predict the reaction product.